Dataset: Forward reaction prediction with 1.9M reactions from USPTO patents (1976-2016). Task: Predict the product of the given reaction. Given the reactants [C:1]([O:7][CH2:8][N:9]1[C:13]2[N:14]=[N:15][CH:16]=[C:17]([C:18]3[CH:19]=[N:20][N:21]([C@@H:23]([CH:27]4[CH2:32][CH2:31][CH2:30][CH2:29][CH2:28]4)[CH2:24][CH:25]=O)[CH:22]=3)[C:12]=2[CH:11]=[CH:10]1)(=[O:6])[C:2]([CH3:5])([CH3:4])[CH3:3].[OH-].[NH4+:34].II, predict the reaction product. The product is: [C:1]([O:7][CH2:8][N:9]1[C:13]2[N:14]=[N:15][CH:16]=[C:17]([C:18]3[CH:19]=[N:20][N:21]([C@@H:23]([CH:27]4[CH2:28][CH2:29][CH2:30][CH2:31][CH2:32]4)[CH2:24][C:25]#[N:34])[CH:22]=3)[C:12]=2[CH:11]=[CH:10]1)(=[O:6])[C:2]([CH3:5])([CH3:3])[CH3:4].